Dataset: Full USPTO retrosynthesis dataset with 1.9M reactions from patents (1976-2016). Task: Predict the reactants needed to synthesize the given product. (1) The reactants are: Cl[C:2]1[N:3]=[C:4]([N:22]2[CH2:27][CH2:26][O:25][CH2:24][CH2:23]2)[C:5]2[S:10][C:9]([CH2:11][N:12]3[CH2:17][CH2:16][N:15]([S:18]([CH3:21])(=[O:20])=[O:19])[CH2:14][CH2:13]3)=[CH:8][C:6]=2[N:7]=1.C[O:29][C:30]1[CH:35]=[CH:34][C:33](B(O)O)=[CH:32][N:31]=1.B(O)O.Br. Given the product [O:25]1[CH2:26][CH2:27][N:22]([C:4]2[C:5]3[S:10][C:9]([CH2:11][N:12]4[CH2:17][CH2:16][N:15]([S:18]([CH3:21])(=[O:20])=[O:19])[CH2:14][CH2:13]4)=[CH:8][C:6]=3[N:7]=[C:2]([C:33]3[CH:34]=[CH:35][C:30]([OH:29])=[N:31][CH:32]=3)[N:3]=2)[CH2:23][CH2:24]1, predict the reactants needed to synthesize it. (2) Given the product [NH2:18][C@@H:5]([CH2:4][C:3]([O:2][CH3:1])([CH3:27])[CH3:26])[CH2:6][N:7]([CH3:17])[C:8](=[O:9])[O:10][CH2:11][CH2:12][Si:13]([CH3:15])([CH3:14])[CH3:16], predict the reactants needed to synthesize it. The reactants are: [CH3:1][O:2][C:3]([CH3:27])([CH3:26])[CH2:4][C@H:5]([NH:18]C(=O)OC(C)(C)C)[CH2:6][N:7]([CH3:17])[C:8]([O:10][CH2:11][CH2:12][Si:13]([CH3:16])([CH3:15])[CH3:14])=[O:9].C1(C)C=CC(S(O)(=O)=O)=CC=1. (3) The reactants are: Cl[C:2]1[N:7]=[C:6]([C:8]2[C:16]3[C:11](=[N:12][CH:13]=[CH:14][CH:15]=3)[N:10]([CH2:17][C:18]3[CH:23]=[CH:22][CH:21]=[CH:20][C:19]=3[F:24])[N:9]=2)[N:5]=[C:4]([NH2:25])[C:3]=1[NH2:26].C([O-])=O.[NH4+]. Given the product [F:24][C:19]1[CH:20]=[CH:21][CH:22]=[CH:23][C:18]=1[CH2:17][N:10]1[C:11]2=[N:12][CH:13]=[CH:14][CH:15]=[C:16]2[C:8]([C:6]2[N:5]=[C:4]([NH2:25])[C:3]([NH2:26])=[CH:2][N:7]=2)=[N:9]1, predict the reactants needed to synthesize it. (4) Given the product [NH2:8][C:9]([C:12]1[CH:13]=[CH:14][C:15]([C:18]2[C:23]([Cl:24])=[CH:22][N:21]=[C:20]([NH:26][C:27]3[CH:35]=[CH:34][C:30]([CH2:31][CH2:32][OH:33])=[CH:29][CH:28]=3)[N:19]=2)=[CH:16][CH:17]=1)([CH3:10])[CH3:11], predict the reactants needed to synthesize it. The reactants are: C(OC([NH:8][C:9]([C:12]1[CH:17]=[CH:16][C:15]([C:18]2[C:23]([Cl:24])=[CH:22][N:21]=[C:20](Cl)[N:19]=2)=[CH:14][CH:13]=1)([CH3:11])[CH3:10])=O)(C)(C)C.[NH2:26][C:27]1[CH:35]=[CH:34][C:30]([CH2:31][CH2:32][OH:33])=[CH:29][CH:28]=1.FC(F)(F)C(O)=O.